This data is from Reaction yield outcomes from USPTO patents with 853,638 reactions. The task is: Predict the reaction yield, written as a fraction of the theoretical maximum amount of product (1.0 means a 100% yield; for example, 0.34 means a 34% yield). (1) The reactants are [CH:1]1([N:4]2[C:9](=[O:10])[C:8]3=[C:11]([NH:18][C:19]4[CH:24]=[CH:23][C:22](I)=[CH:21][C:20]=4[F:26])[N:12]([CH3:17])[C:13](=[O:16])[C:14]([CH3:15])=[C:7]3[N:6]([C:27]3[CH:28]=[C:29]([NH:33][C:34](=[O:36])[CH3:35])[CH:30]=[CH:31][CH:32]=3)[C:5]2=[O:37])[CH2:3][CH2:2]1.C(Cl)(Cl)Cl.[CH3:42][Si:43]([C:46]#[CH:47])([CH3:45])[CH3:44]. The catalyst is [Cu]I.C1C=CC(P(C2C=CC=CC=2)C2C=CC=CC=2)=CC=1.C1C=CC(P(C2C=CC=CC=2)C2C=CC=CC=2)=CC=1.Cl[Pd]Cl.C(N(CC)CC)C. The product is [CH:1]1([N:4]2[C:9](=[O:10])[C:8]3=[C:11]([NH:18][C:19]4[CH:24]=[CH:23][C:22]([C:47]#[C:46][Si:43]([CH3:45])([CH3:44])[CH3:42])=[CH:21][C:20]=4[F:26])[N:12]([CH3:17])[C:13](=[O:16])[C:14]([CH3:15])=[C:7]3[N:6]([C:27]3[CH:28]=[C:29]([NH:33][C:34](=[O:36])[CH3:35])[CH:30]=[CH:31][CH:32]=3)[C:5]2=[O:37])[CH2:3][CH2:2]1. The yield is 0.930. (2) The reactants are [F:1][CH:2]([F:23])[C:3]1[N:8]2[CH:9]=[N:10][C:11](I)=[C:7]2[N:6]=[C:5]([C:13]2[CH:18]=[CH:17][C:16]([C:19]([F:22])([F:21])[F:20])=[CH:15][CH:14]=2)[CH:4]=1.[CH3:24][Si:25]([C:28]#[CH:29])([CH3:27])[CH3:26].C(N(CC)CC)C. The catalyst is CN(C)C=O.Cl[Pd](Cl)([P](C1C=CC=CC=1)(C1C=CC=CC=1)C1C=CC=CC=1)[P](C1C=CC=CC=1)(C1C=CC=CC=1)C1C=CC=CC=1.[Cu]I.C1C=CC(P(C2C=CC=CC=2)C2C=CC=CC=2)=CC=1. The product is [F:1][CH:2]([F:23])[C:3]1[N:8]2[CH:9]=[N:10][C:11]([C:29]#[C:28][Si:25]([CH3:27])([CH3:26])[CH3:24])=[C:7]2[N:6]=[C:5]([C:13]2[CH:18]=[CH:17][C:16]([C:19]([F:22])([F:21])[F:20])=[CH:15][CH:14]=2)[CH:4]=1. The yield is 0.690.